Dataset: Peptide-MHC class II binding affinity with 134,281 pairs from IEDB. Task: Regression. Given a peptide amino acid sequence and an MHC pseudo amino acid sequence, predict their binding affinity value. This is MHC class II binding data. (1) The peptide sequence is PRTKYTATISGLKPG. The MHC is DRB1_0901 with pseudo-sequence DRB1_0901. The binding affinity (normalized) is 0.413. (2) The MHC is DRB1_1101 with pseudo-sequence DRB1_1101. The peptide sequence is YKKFLANVSTVLTGK. The binding affinity (normalized) is 0.669. (3) The peptide sequence is VQAPVGAITTIEDPV. The MHC is HLA-DPA10201-DPB10501 with pseudo-sequence HLA-DPA10201-DPB10501. The binding affinity (normalized) is 0.0443. (4) The peptide sequence is SLLWNGPMAVSMTGVK. The MHC is DRB3_0101 with pseudo-sequence DRB3_0101. The binding affinity (normalized) is 0.505. (5) The peptide sequence is EITGIMKDLDEPGHL. The MHC is DRB1_0802 with pseudo-sequence DRB1_0802. The binding affinity (normalized) is 0.291.